Dataset: Full USPTO retrosynthesis dataset with 1.9M reactions from patents (1976-2016). Task: Predict the reactants needed to synthesize the given product. (1) Given the product [F:55][C:50]1([F:54])[CH2:49][N:48]([C:12](=[O:13])[C@@H:11]([OH:10])[C@@H:15]([NH:23][C:24](=[O:36])[C:25]2[CH:30]=[CH:29][CH:28]=[C:27]([OH:31])[C:26]=2[CH3:35])[CH2:16][C:17]2[CH:18]=[CH:19][CH:20]=[CH:21][CH:22]=2)[C@H:47]([C:45]([NH:44][CH2:43][C:42]([F:41])([F:56])[F:57])=[O:46])[C:51]1([CH3:52])[CH3:53], predict the reactants needed to synthesize it. The reactants are: N1C=CC=CC=1.C([O:10][C@@H:11]([C@@H:15]([NH:23][C:24](=[O:36])[C:25]1[CH:30]=[CH:29][CH:28]=[C:27]([O:31]C(=O)C)[C:26]=1[CH3:35])[CH2:16][C:17]1[CH:22]=[CH:21][CH:20]=[CH:19][CH:18]=1)[C:12](O)=[O:13])(=O)C.O=S(Cl)Cl.[F:41][C:42]([F:57])([F:56])[CH2:43][NH:44][C:45]([C@@H:47]1[C:51]([CH3:53])([CH3:52])[C:50]([F:55])([F:54])[CH2:49][NH:48]1)=[O:46].Cl.[OH-].[K+].C([O-])([O-])=O.[K+].[K+]. (2) Given the product [CH2:1]([C:4]1[CH:9]=[CH:8][C:7]([C:10]2[C:14]3[CH2:15][CH2:16][C:17]4[C:22]([C:13]=3[O:12][N:11]=2)=[CH:21][CH:20]=[C:19]([CH2:23][N:25]2[CH2:28][CH:27]([C:29]([OH:31])=[O:30])[CH2:26]2)[CH:18]=4)=[CH:6][CH:5]=1)[CH2:2][CH3:3], predict the reactants needed to synthesize it. The reactants are: [CH2:1]([C:4]1[CH:9]=[CH:8][C:7]([C:10]2[C:14]3[CH2:15][CH2:16][C:17]4[C:22]([C:13]=3[O:12][N:11]=2)=[CH:21][CH:20]=[C:19]([CH:23]=O)[CH:18]=4)=[CH:6][CH:5]=1)[CH2:2][CH3:3].[NH:25]1[CH2:28][CH:27]([C:29]([OH:31])=[O:30])[CH2:26]1.C([BH3-])#N.[Na+]. (3) Given the product [OH:1][CH:2]([C:32]1[CH:37]=[CH:36][CH:35]=[C:34]([O:38][CH3:39])[CH:33]=1)[CH:3]([NH:18][C:19]([C:21]1[CH:22]=[CH:23][CH:24]=[C:25]2[CH2:31][CH2:30][CH2:29][CH:28]=[CH:27][C:26]=12)=[O:20])[CH2:4][C:5]1[CH:10]=[CH:9][CH:8]=[C:7]([O:11][C:12]([F:16])([F:17])[CH:13]([F:15])[F:14])[CH:6]=1, predict the reactants needed to synthesize it. The reactants are: [OH:1][CH:2]([C:32]1[CH:37]=[CH:36][CH:35]=[C:34]([OH:38])[CH:33]=1)[CH:3]([NH:18][C:19]([C:21]1[CH:22]=[CH:23][CH:24]=[C:25]2[CH2:31][CH2:30][CH2:29][CH:28]=[CH:27][C:26]=12)=[O:20])[CH2:4][C:5]1[CH:10]=[CH:9][CH:8]=[C:7]([O:11][C:12]([F:17])([F:16])[CH:13]([F:15])[F:14])[CH:6]=1.[C:39](=O)([O-])[O-].[K+].[K+].CI. (4) Given the product [Cl:3][CH2:18][C:8]1[C:9]2[O:10][C:11]3[CH:17]=[CH:16][CH:15]=[CH:14][C:12]=3[C:13]=2[CH:5]=[CH:6][CH:7]=1, predict the reactants needed to synthesize it. The reactants are: S(Cl)([Cl:3])=O.[CH:5]1[C:13]2[C:12]3[CH:14]=[CH:15][CH:16]=[CH:17][C:11]=3[O:10][C:9]=2[C:8]([CH2:18]O)=[CH:7][CH:6]=1.